Dataset: TCR-epitope binding with 47,182 pairs between 192 epitopes and 23,139 TCRs. Task: Binary Classification. Given a T-cell receptor sequence (or CDR3 region) and an epitope sequence, predict whether binding occurs between them. (1) The epitope is GTITSGWTF. Result: 0 (the TCR does not bind to the epitope). The TCR CDR3 sequence is CASSLYALGDYNEQFF. (2) The epitope is FIAGLIAIV. The TCR CDR3 sequence is CSASRGGTYEQYF. Result: 0 (the TCR does not bind to the epitope). (3) The epitope is RQLLFVVEV. The TCR CDR3 sequence is CASSQVEYTEAFF. Result: 1 (the TCR binds to the epitope). (4) The epitope is IYSKHTPINL. The TCR CDR3 sequence is CASSPIGYGYTF. Result: 0 (the TCR does not bind to the epitope). (5) The epitope is IVTDFSVIK. The TCR CDR3 sequence is CASSQDGWAGDQPQHF. Result: 1 (the TCR binds to the epitope).